From a dataset of Forward reaction prediction with 1.9M reactions from USPTO patents (1976-2016). Predict the product of the given reaction. (1) Given the reactants [C:1](OC(=O)C)(=[O:3])[CH3:2].[F:8][C:9]([F:14])([F:13])[C:10]([OH:12])=[O:11].[F:15][C:16]([F:21])([F:20])[C:17]([OH:19])=[O:18].[NH:22]1[CH2:25][CH:24]([C:26]2[C:27]([O:46][CH3:47])=[C:28]([CH:34]([NH:36][C:37]3[N:45]=[CH:44][N:43]=[C:42]4[C:38]=3[N:39]=[CH:40][NH:41]4)[CH3:35])[CH:29]=[C:30]([Cl:33])[C:31]=2[CH3:32])[CH2:23]1.CCN(C(C)C)C(C)C, predict the reaction product. The product is: [F:8][C:9]([F:14])([F:13])[C:10]([OH:12])=[O:11].[C:1]([N:22]1[CH2:25][CH:24]([C:26]2[C:27]([O:46][CH3:47])=[C:28]([CH:34]([NH:36][C:37]3[N:45]=[CH:44][N:43]=[C:42]4[C:38]=3[N:39]=[CH:40][NH:41]4)[CH3:35])[CH:29]=[C:30]([Cl:33])[C:31]=2[CH3:32])[CH2:23]1)(=[O:3])[CH3:2].[C:17]([OH:19])([C:16]([F:21])([F:20])[F:15])=[O:18]. (2) Given the reactants [F:1][C:2]1[CH:7]=[CH:6][C:5]([NH:8][C:9]2[CH:24]=[CH:23][CH:22]=[CH:21][C:10]=2[C:11]([NH:13][C:14]2[CH:19]=[CH:18][C:17]([OH:20])=[CH:16][CH:15]=2)=[O:12])=[CH:4][CH:3]=1.[NH2:25][C:26]1[N:31]=[C:30](Cl)[CH:29]=[CH:28][N:27]=1.C(=O)([O-])[O-].[Cs+].[Cs+].CS(C)=O, predict the reaction product. The product is: [NH2:25][C:26]1[N:31]=[C:30]([O:20][C:17]2[CH:18]=[CH:19][C:14]([NH:13][C:11](=[O:12])[C:10]3[CH:21]=[CH:22][CH:23]=[CH:24][C:9]=3[NH:8][C:5]3[CH:6]=[CH:7][C:2]([F:1])=[CH:3][CH:4]=3)=[CH:15][CH:16]=2)[CH:29]=[CH:28][N:27]=1. (3) Given the reactants CC(C)([O-])C.[Na+].C1(P(C2CCCCC2)C2C=CC=CC=2C2C=CC=CC=2N(C)C)CCCCC1.[CH3:35][C:36]1([CH3:50])[C:40]([CH3:42])([CH3:41])[O:39][B:38]([C:43]2[CH:49]=[CH:48][C:46]([NH2:47])=[CH:45][CH:44]=2)[O:37]1.Br[C:52]1[CH:57]=[CH:56][CH:55]=[C:54]([O:58][CH2:59][C:60]2[CH:65]=[CH:64][CH:63]=[CH:62][CH:61]=2)[N:53]=1, predict the reaction product. The product is: [CH2:59]([O:58][C:54]1[N:53]=[C:52]([NH:47][C:46]2[CH:48]=[CH:49][C:43]([B:38]3[O:37][C:36]([CH3:50])([CH3:35])[C:40]([CH3:41])([CH3:42])[O:39]3)=[CH:44][CH:45]=2)[CH:57]=[CH:56][CH:55]=1)[C:60]1[CH:61]=[CH:62][CH:63]=[CH:64][CH:65]=1. (4) Given the reactants [NH:1]1[C:9]2[C:4](=[CH:5][C:6]([O:10][C:11]3[CH:16]=[CH:15][N:14]=[C:13]([CH2:17][N:18]([CH3:26])[C:19](=[O:25])[O:20][C:21]([CH3:24])([CH3:23])[CH3:22])[N:12]=3)=[CH:7][CH:8]=2)[CH:3]=[CH:2]1.[CH:27]1([C:30]2[N:34]([CH2:35][CH3:36])[N:33]=[C:32]([NH:37][C:38](=O)[O:39]C3C=CC=CC=3)[CH:31]=2)[CH2:29][CH2:28]1.[H-].[Na+], predict the reaction product. The product is: [CH:27]1([C:30]2[N:34]([CH2:35][CH3:36])[N:33]=[C:32]([NH:37][C:38]([N:1]3[C:9]4[C:4](=[CH:5][C:6]([O:10][C:11]5[CH:16]=[CH:15][N:14]=[C:13]([CH2:17][N:18]([CH3:26])[C:19](=[O:25])[O:20][C:21]([CH3:22])([CH3:23])[CH3:24])[N:12]=5)=[CH:7][CH:8]=4)[CH:3]=[CH:2]3)=[O:39])[CH:31]=2)[CH2:28][CH2:29]1. (5) Given the reactants [NH2:1][C:2]1[N:7]=[C:6]([C:8]([NH:10][OH:11])=[NH:9])[CH:5]=[C:4]([S:12][CH3:13])[CH:3]=1.[C:14](OC(=O)C)(=O)[CH3:15], predict the reaction product. The product is: [CH3:14][C:15]1[O:11][N:10]=[C:8]([C:6]2[N:7]=[C:2]([NH2:1])[CH:3]=[C:4]([S:12][CH3:13])[CH:5]=2)[N:9]=1.